This data is from Forward reaction prediction with 1.9M reactions from USPTO patents (1976-2016). The task is: Predict the product of the given reaction. (1) Given the reactants [CH3:1][O:2][C:3]1[CH:11]=[C:10]2[C:6]([CH:7]=[N:8][NH:9]2)=[CH:5][C:4]=1[NH:12][C:13]1[C:14]2[C:21]3[CH2:22][CH2:23][CH:24]([C:26]([OH:28])=O)[CH2:25][C:20]=3[S:19][C:15]=2[N:16]=[CH:17][N:18]=1.[CH:29]([N:32](CC)C(C)C)(C)[CH3:30].[Cl-].C([NH3+])C.C(P1(=O)OP(CCC)(=O)OP(CCC)(=O)O1)CC.C(P(OP(CCC)=O)=O)CC, predict the reaction product. The product is: [CH2:29]([NH:32][C:26]([CH:24]1[CH2:23][CH2:22][C:21]2[C:14]3[C:13]([NH:12][C:4]4[CH:5]=[C:6]5[C:10](=[CH:11][C:3]=4[O:2][CH3:1])[NH:9][N:8]=[CH:7]5)=[N:18][CH:17]=[N:16][C:15]=3[S:19][C:20]=2[CH2:25]1)=[O:28])[CH3:30]. (2) Given the reactants [CH:1]1([NH:7][CH2:8][CH:9]([O:11][C:12](=[O:19])[C:13]2[CH:18]=[CH:17][CH:16]=[CH:15][CH:14]=2)[CH3:10])[CH2:6][CH2:5][CH2:4][CH2:3][CH2:2]1.C([O-])([O-])=O.[K+].[K+].[CH2:26](I)[CH3:27], predict the reaction product. The product is: [C:12]([O:11][CH:9]([CH3:10])[CH2:8][N:7]([CH:1]1[CH2:6][CH2:5][CH2:4][CH2:3][CH2:2]1)[CH2:26][CH3:27])(=[O:19])[C:13]1[CH:14]=[CH:15][CH:16]=[CH:17][CH:18]=1. (3) Given the reactants [OH:1][CH2:2][C@H:3]1[CH2:8][CH2:7][CH2:6][N:5]([C:9](=[O:14])[CH2:10][CH:11]([CH3:13])[CH3:12])[CH2:4]1.[H-].[Na+].[NH2:17][C:18]1[CH:25]=[CH:24][CH:23]=[C:22](F)[C:19]=1[C:20]#[N:21], predict the reaction product. The product is: [NH2:17][C:18]1[CH:25]=[CH:24][CH:23]=[C:22]([O:1][CH2:2][C@H:3]2[CH2:8][CH2:7][CH2:6][N:5]([C:9](=[O:14])[CH2:10][CH:11]([CH3:12])[CH3:13])[CH2:4]2)[C:19]=1[C:20]#[N:21].